This data is from Forward reaction prediction with 1.9M reactions from USPTO patents (1976-2016). The task is: Predict the product of the given reaction. (1) Given the reactants [CH3:1][O:2][C:3]1[CH:4]=[C:5]2[C:11](=[CH:12][CH:13]=1)[CH:10]1[CH2:14][CH:6]2[CH2:7][C:8](=O)[NH:9]1.Cl, predict the reaction product. The product is: [CH3:1][O:2][C:3]1[CH:4]=[C:5]2[C:11](=[CH:12][CH:13]=1)[CH:10]1[CH2:14][CH:6]2[CH2:7][CH2:8][NH:9]1. (2) Given the reactants [F:1][C:2]([F:22])([F:21])[O:3][C:4]1[CH:5]=[C:6]([C:10]2[CH:15]=[CH:14][N:13]=[C:12]([CH2:16][C:17]([O:19]C)=[O:18])[CH:11]=2)[CH:7]=[CH:8][CH:9]=1.[Li+:23].[OH-], predict the reaction product. The product is: [F:22][C:2]([F:1])([F:21])[O:3][C:4]1[CH:5]=[C:6]([C:10]2[CH:15]=[CH:14][N:13]=[C:12]([CH2:16][C:17]([O-:19])=[O:18])[CH:11]=2)[CH:7]=[CH:8][CH:9]=1.[Li+:23]. (3) Given the reactants [CH3:1][C:2]1[CH:15]=[C:5]2[C:6]([C@@H:10]3[CH2:12][C@H:11]3[CH2:13][NH2:14])=[CH:7][CH:8]=[CH:9][N:4]2[N:3]=1.C(N(CC)CC)C.[C:23](O[C:23](=[O:27])[CH2:24][CH2:25][CH3:26])(=[O:27])[CH2:24][CH2:25][CH3:26], predict the reaction product. The product is: [CH3:1][C:2]1[CH:15]=[C:5]2[C:6]([C@@H:10]3[CH2:12][C@H:11]3[CH2:13][NH:14][C:23](=[O:27])[CH2:24][CH2:25][CH3:26])=[CH:7][CH:8]=[CH:9][N:4]2[N:3]=1. (4) Given the reactants C[O:2][C:3]([C:5]1([CH2:11][CH2:12][NH:13][C:14]2[CH:19]=[CH:18][C:17]([Br:20])=[CH:16][N:15]=2)[CH2:10][CH2:9][O:8][CH2:7][CH2:6]1)=O.CC(C)([O-])C.[K+], predict the reaction product. The product is: [Br:20][C:17]1[CH:18]=[CH:19][C:14]([N:13]2[CH2:12][CH2:11][C:5]3([CH2:10][CH2:9][O:8][CH2:7][CH2:6]3)[C:3]2=[O:2])=[N:15][CH:16]=1.